From a dataset of Reaction yield outcomes from USPTO patents with 853,638 reactions. Predict the reaction yield, written as a fraction of the theoretical maximum amount of product (1.0 means a 100% yield; for example, 0.34 means a 34% yield). (1) No catalyst specified. The yield is 0.860. The product is [CH2:13]([O:12][C:8]1[C:9]([O:10][CH3:11])=[C:2]([C:3]([C:4]2[NH:23][CH2:22][CH2:21][N:5]=2)=[CH:6][CH:7]=1)[NH2:1])[C:14]1[CH:15]=[CH:16][CH:17]=[CH:18][CH:19]=1. The reactants are [NH2:1][C:2]1[C:9]([O:10][CH3:11])=[C:8]([O:12][CH2:13][C:14]2[CH:19]=[CH:18][CH:17]=[CH:16][CH:15]=2)[CH:7]=[CH:6][C:3]=1[C:4]#[N:5].[S].[CH2:21](N)[CH2:22][NH2:23]. (2) The reactants are [F:1][C:2]1[CH:7]=[CH:6][CH:5]=[C:4]([F:8])[C:3]=1[N:9]1[C:14]2[N:15]=[C:16]([N:29]3[CH2:34][CH2:33][CH:32]([N:35]4[CH2:40][CH2:39][CH:38]([CH3:41])[CH2:37][CH2:36]4)[CH2:31][CH2:30]3)[N:17]=[C:18]([C:19]3[CH:20]=[C:21]([CH:25]=[CH:26][C:27]=3[CH3:28])[C:22](O)=[O:23])[C:13]=2[CH:12]=[CH:11][C:10]1=[O:42].CN(C(ON1N=[N:58][C:53]2[CH:54]=[CH:55][CH:56]=CC1=2)=[N+](C)C)C.F[P-](F)(F)(F)(F)F.C(N(CC)CC)C.C1(CN)CC1. The catalyst is CN(C=O)C. The product is [CH:54]1([CH2:53][NH:58][C:22](=[O:23])[C:21]2[CH:25]=[CH:26][C:27]([CH3:28])=[C:19]([C:18]3[C:13]4[CH:12]=[CH:11][C:10](=[O:42])[N:9]([C:3]5[C:2]([F:1])=[CH:7][CH:6]=[CH:5][C:4]=5[F:8])[C:14]=4[N:15]=[C:16]([N:29]4[CH2:34][CH2:33][CH:32]([N:35]5[CH2:40][CH2:39][CH:38]([CH3:41])[CH2:37][CH2:36]5)[CH2:31][CH2:30]4)[N:17]=3)[CH:20]=2)[CH2:56][CH2:55]1. The yield is 0.180. (3) The reactants are [O:1]=[C:2]1[CH2:7][S:6][C:5]2[CH:8]=[CH:9][C:10]([C:12]([OH:14])=O)=[N:11][C:4]=2[NH:3]1.[CH3:15][O:16][C:17]1[CH:18]=[C:19]2[C:24](=[CH:25][CH:26]=1)[N:23]=[CH:22][C:21]([S:27][CH2:28][CH2:29][N:30]1[CH2:35][CH2:34][CH:33]([NH2:36])[CH2:32][CH2:31]1)=[CH:20]2. No catalyst specified. The product is [CH3:15][O:16][C:17]1[CH:18]=[C:19]2[C:24](=[CH:25][CH:26]=1)[N:23]=[CH:22][C:21]([S:27][CH2:28][CH2:29][N:30]1[CH2:35][CH2:34][CH:33]([NH:36][C:12]([C:10]3[CH:9]=[CH:8][C:5]4[S:6][CH2:7][C:2](=[O:1])[NH:3][C:4]=4[N:11]=3)=[O:14])[CH2:32][CH2:31]1)=[CH:20]2. The yield is 0.300. (4) The reactants are [Si:1]([N:8]1[C:23](=[O:24])[CH:22]2[C:10](C)([CH:11](O)[CH2:12][C:13]3[NH:14][C:15]4[CH:16]=[CH:17][CH:18]=[CH:19][C:20]=4[C:21]=32)[C:9]1=[O:27])([C:4]([CH3:7])([CH3:6])[CH3:5])([CH3:3])[CH3:2].[O:28]1[CH:33]=CCCC1.[C:34]1(C)C=[CH:38][C:37](S([O-])(=O)=O)=[CH:36][CH:35]=1.[NH+]1[CH:38]=[CH:37][CH:36]=[CH:35][CH:34]=1.[OH2:51]. The catalyst is ClCCl. The product is [Si:1]([N:8]1[C:23](=[O:24])[CH:22]2[CH:10]([CH:11]([CH2:33][O:28][CH:34]3[CH2:35][CH2:36][CH2:37][CH2:38][O:51]3)[CH2:12][C:13]3[NH:14][C:15]4[CH:16]=[CH:17][CH:18]=[CH:19][C:20]=4[C:21]=32)[C:9]1=[O:27])([C:4]([CH3:6])([CH3:7])[CH3:5])([CH3:2])[CH3:3]. The yield is 0.610. (5) The reactants are [F:1][C:2]1[C:15]2[O:14][C:13]3[C:8](=[CH:9][C:10]([C:16]4[C:17]([F:22])=[N:18][CH:19]=[CH:20][CH:21]=4)=[CH:11][CH:12]=3)[C:7]3([CH2:27][CH2:26][O:25][C:24]([NH2:28])=[N:23]3)[C:6]=2[CH:5]=[C:4]([O:29]C)[CH:3]=1.C(Cl)Cl. No catalyst specified. The product is [NH2:28][C:24]1[O:25][CH2:26][CH2:27][C:7]2([N:23]=1)[C:6]1[CH:5]=[C:4]([OH:29])[CH:3]=[C:2]([F:1])[C:15]=1[O:14][C:13]1[C:8]2=[CH:9][C:10]([C:16]2[C:17]([F:22])=[N:18][CH:19]=[CH:20][CH:21]=2)=[CH:11][CH:12]=1. The yield is 0.990. (6) The reactants are [Br:1][C:2]1[CH:3]=[CH:4][C:5](F)=[C:6]([CH:17]=1)[C:7]([C:9]1([OH:16])[CH2:14][CH2:13][C:12](=[O:15])[CH2:11][CH2:10]1)=[O:8].CC([O-])(C)C.[K+]. The catalyst is C1COCC1. The product is [Br:1][C:2]1[CH:3]=[CH:4][C:5]2[O:16][C:9]3([CH2:14][CH2:13][C:12](=[O:15])[CH2:11][CH2:10]3)[C:7](=[O:8])[C:6]=2[CH:17]=1. The yield is 0.410.